Task: Predict the reactants needed to synthesize the given product.. Dataset: Full USPTO retrosynthesis dataset with 1.9M reactions from patents (1976-2016) Given the product [ClH:25].[C:1]([C:5]1[C:10]([O:11][CH2:12][CH3:13])=[CH:9][C:8]([C:14]2[N:15]([C:33]([N:50]3[CH2:51][CH2:52][N:47]([CH2:46][C:45]([N:39]4[CH2:40][CH2:41][O:42][CH2:43][CH2:44]4)=[O:53])[CH2:48][CH2:49]3)=[O:34])[C@H:16]([C:26]3[CH:31]=[CH:30][C:29]([Cl:32])=[CH:28][CH:27]=3)[C@H:17]([C:19]3[CH:20]=[CH:21][C:22]([Cl:25])=[CH:23][CH:24]=3)[N:18]=2)=[C:7]([O:36][CH2:37][CH3:38])[CH:6]=1)([CH3:2])([CH3:3])[CH3:4], predict the reactants needed to synthesize it. The reactants are: [C:1]([C:5]1[C:10]([O:11][CH2:12][CH3:13])=[CH:9][C:8]([C:14]2[N:15]([C:33](Cl)=[O:34])[C@H:16]([C:26]3[CH:31]=[CH:30][C:29]([Cl:32])=[CH:28][CH:27]=3)[C@H:17]([C:19]3[CH:24]=[CH:23][C:22]([Cl:25])=[CH:21][CH:20]=3)[N:18]=2)=[C:7]([O:36][CH2:37][CH3:38])[CH:6]=1)([CH3:4])([CH3:3])[CH3:2].[N:39]1([C:45](=[O:53])[CH2:46][N:47]2[CH2:52][CH2:51][NH:50][CH2:49][CH2:48]2)[CH2:44][CH2:43][O:42][CH2:41][CH2:40]1.